From a dataset of Forward reaction prediction with 1.9M reactions from USPTO patents (1976-2016). Predict the product of the given reaction. (1) Given the reactants [Cu](C#N)C#N.[C:6]([Mg]Cl)([CH3:9])([CH3:8])[CH3:7].[Br:12][C:13]1[CH:14]=[CH:15][C:16](I)=[N:17][CH:18]=1, predict the reaction product. The product is: [Br:12][C:13]1[CH:14]=[CH:15][C:16]([C:6]([CH3:9])([CH3:8])[CH3:7])=[N:17][CH:18]=1. (2) Given the reactants Cl[C:2]1[C:8]2[CH:9]=[CH:10][CH:11]=[CH:12][C:7]=2[S:6][C:5]2[CH:13]=[CH:14][CH:15]=[CH:16][C:4]=2[N:3]=1.[OH:17]CCO[CH:21]([N:23]1[CH2:28][CH2:27][NH:26][CH2:25][CH2:24]1)[CH3:22].[C:29](=[O:32])([O-:31])[O-].[K+].[K+].[I-].[K+].Cl.[CH2:38]([OH:42])[CH2:39][CH2:40]C, predict the reaction product. The product is: [CH:10]1[CH:11]=[CH:12][C:7]2[S:6][C:5]3[CH:13]=[CH:14][CH:15]=[CH:16][C:4]=3[N:3]=[C:2]([N:26]3[CH2:25][CH2:24][N:23]([CH2:21][CH2:22][O:42][CH2:38][CH2:29][OH:32])[CH2:28][CH2:27]3)[C:8]=2[CH:9]=1.[CH:39](/[C:38]([OH:42])=[O:17])=[CH:40]\[C:29]([OH:31])=[O:32]. (3) The product is: [C:13]([O:16][C:17]([NH:1][C@@H:2]([CH:6]([CH3:11])[C:7]([O:9][CH3:10])=[O:8])[C:3]([OH:5])=[O:4])=[O:18])([CH3:15])([CH3:14])[CH3:12]. Given the reactants [NH2:1][C@@H:2]([CH:6]([CH3:11])[C:7]([O:9][CH3:10])=[O:8])[C:3]([OH:5])=[O:4].[CH3:12][C:13]([O:16][C:17](O[C:17]([O:16][C:13]([CH3:15])([CH3:14])[CH3:12])=[O:18])=[O:18])([CH3:15])[CH3:14].C(N(CC)CC)C, predict the reaction product. (4) Given the reactants [OH-].[NH4+:2].[CH3:3][C:4]1[N:5]([CH2:18][CH:19]([CH3:21])[CH3:20])[C:6]2[C:15]3[N:14]=[CH:13][CH:12]=[CH:11][C:10]=3[N+:9]([O-])=[CH:8][C:7]=2[N:17]=1.C1(S(Cl)(=O)=O)C=CC=CC=1.[OH-].[Na+], predict the reaction product. The product is: [CH3:3][C:4]1[N:5]([CH2:18][CH:19]([CH3:21])[CH3:20])[C:6]2[C:15]3[N:14]=[CH:13][CH:12]=[CH:11][C:10]=3[N:9]=[C:8]([NH2:2])[C:7]=2[N:17]=1.